Dataset: Forward reaction prediction with 1.9M reactions from USPTO patents (1976-2016). Task: Predict the product of the given reaction. (1) Given the reactants [Cl:1][C:2]1[CH:20]=[CH:19][CH:18]=[C:17]([Cl:21])[C:3]=1[CH2:4][N:5]1[C:10](=[O:11])[CH2:9][NH:8][C:7]2[N:12]=[CH:13][C:14](I)=[CH:15][C:6]1=2.[N:22]1([CH:27]2[CH2:32][CH2:31][N:30]([C:33]([C:35]3[CH:40]=[CH:39][C:38](B4OC(C)(C)C(C)(C)O4)=[CH:37][CH:36]=3)=[O:34])[CH2:29][CH2:28]2)[CH2:26][CH2:25][CH2:24][CH2:23]1, predict the reaction product. The product is: [Cl:1][C:2]1[CH:20]=[CH:19][CH:18]=[C:17]([Cl:21])[C:3]=1[CH2:4][N:5]1[C:10](=[O:11])[CH2:9][NH:8][C:7]2[N:12]=[CH:13][C:14]([C:38]3[CH:39]=[CH:40][C:35]([C:33]([N:30]4[CH2:29][CH2:28][CH:27]([N:22]5[CH2:23][CH2:24][CH2:25][CH2:26]5)[CH2:32][CH2:31]4)=[O:34])=[CH:36][CH:37]=3)=[CH:15][C:6]1=2. (2) Given the reactants [S:1]1[CH:5]=[CH:4][N:3]=[C:2]1[NH:6][C:7]([C:9]1[C:17]2[C:12](=[CH:13][CH:14]=[CH:15][CH:16]=2)[NH:11][CH:10]=1)=[O:8].[CH3:18][S:19]([CH2:22][CH2:23]OS(C1C=CC(C)=CC=1)(=O)=O)(=[O:21])=[O:20], predict the reaction product. The product is: [S:1]1[CH:5]=[CH:4][N:3]=[C:2]1[NH:6][C:7]([C:9]1[C:17]2[C:12](=[CH:13][CH:14]=[CH:15][CH:16]=2)[N:11]([CH2:23][CH2:22][S:19]([CH3:18])(=[O:21])=[O:20])[CH:10]=1)=[O:8]. (3) Given the reactants C([O:4][C@@H:5]1[C@@H:10]([O:11]C(=O)C)[C@H:9]([O:15]C(=O)C)[C@@H:8]([CH2:19][O:20]C(=O)C)[O:7][C@H:6]1[C:24]1[CH:29]=[C:28]([CH2:30][C:31]2[CH:36]=[CH:35][C:34]([CH2:37][CH2:38][NH:39][C:40]([NH:42][C:43]([CH2:48][OH:49])([CH2:46][OH:47])[CH2:44][OH:45])=[O:41])=[CH:33][CH:32]=2)[C:27]([CH3:50])=[CH:26][C:25]=1[O:51]C(=O)C)(=O)C.C[O-].[Na+], predict the reaction product. The product is: [OH:47][CH2:46][C:43]([NH:42][C:40]([NH:39][CH2:38][CH2:37][C:34]1[CH:35]=[CH:36][C:31]([CH2:30][C:28]2[C:27]([CH3:50])=[CH:26][C:25]([OH:51])=[C:24]([C@@H:6]3[O:7][C@H:8]([CH2:19][OH:20])[C@@H:9]([OH:15])[C@H:10]([OH:11])[C@H:5]3[OH:4])[CH:29]=2)=[CH:32][CH:33]=1)=[O:41])([CH2:48][OH:49])[CH2:44][OH:45]. (4) The product is: [Cl:1][C:2]1[CH:3]=[C:4]([N:22]2[C:27](=[O:28])[NH:26][C:25](=[O:29])[CH:24]=[N:23]2)[CH:5]=[C:6]([Cl:21])[C:7]=1[O:8][C:9]1[CH:14]=[CH:13][C:12]([O:15][CH3:16])=[C:11]([S:17]([N:30]2[CH2:35][CH2:34][CH2:33][CH2:32][CH2:31]2)(=[O:19])=[O:18])[CH:10]=1. Given the reactants [Cl:1][C:2]1[CH:3]=[C:4]([N:22]2[C:27](=[O:28])[NH:26][C:25](=[O:29])[CH:24]=[N:23]2)[CH:5]=[C:6]([Cl:21])[C:7]=1[O:8][C:9]1[CH:14]=[CH:13][C:12]([O:15][CH3:16])=[C:11]([S:17](Cl)(=[O:19])=[O:18])[CH:10]=1.[NH:30]1[CH2:35][CH2:34][CH2:33][CH2:32][CH2:31]1, predict the reaction product. (5) Given the reactants FC(F)(F)S(O[C:7]1[CH:16]=[CH:15][C:14]2[C:9](=[CH:10][C:11]([O:17][CH3:18])=[CH:12][CH:13]=2)[CH:8]=1)(=O)=O.[CH3:21][N:22](C=O)C, predict the reaction product. The product is: [CH3:18][O:17][C:11]1[CH:10]=[C:9]2[C:14]([CH:15]=[CH:16][C:7]([C:21]#[N:22])=[CH:8]2)=[CH:13][CH:12]=1. (6) Given the reactants [H-].[H-].[H-].[H-].[Li+].[Al+3].[Cl:7][C:8]1[CH:13]=[CH:12][C:11]([C:14]2[C:15]([CH2:23][O:24][C:25]3[C:30]([F:31])=[CH:29][C:28]([CH2:32][CH2:33][C:34](OCC)=[O:35])=[C:27]([F:39])[C:26]=3[F:40])=[C:16]([C:19]([F:22])([F:21])[F:20])[S:17][CH:18]=2)=[CH:10][CH:9]=1, predict the reaction product. The product is: [Cl:7][C:8]1[CH:9]=[CH:10][C:11]([C:14]2[C:15]([CH2:23][O:24][C:25]3[C:30]([F:31])=[CH:29][C:28]([CH2:32][CH2:33][CH2:34][OH:35])=[C:27]([F:39])[C:26]=3[F:40])=[C:16]([C:19]([F:21])([F:22])[F:20])[S:17][CH:18]=2)=[CH:12][CH:13]=1. (7) Given the reactants Cl.[NH:2]1[CH2:5][CH:4]([NH:6][C:7]([C:9]2[CH:13]=[C:12]([C:14]3[CH:19]=[C:18]([C:20]([CH3:23])([CH3:22])[CH3:21])[CH:17]=[C:16]([C:24]([CH3:27])([CH3:26])[CH3:25])[CH:15]=3)[N:11]([CH2:28][CH:29]3[CH2:34][CH2:33][CH2:32][CH2:31][CH2:30]3)[C:10]=2[CH3:35])=[O:8])[CH2:3]1.CCN(C(C)C)C(C)C.[CH3:45][O:46][CH2:47][C:48](Cl)=[O:49], predict the reaction product. The product is: [CH:29]1([CH2:28][N:11]2[C:12]([C:14]3[CH:19]=[C:18]([C:20]([CH3:21])([CH3:22])[CH3:23])[CH:17]=[C:16]([C:24]([CH3:25])([CH3:26])[CH3:27])[CH:15]=3)=[CH:13][C:9]([C:7]([NH:6][CH:4]3[CH2:3][N:2]([C:48](=[O:49])[CH2:47][O:46][CH3:45])[CH2:5]3)=[O:8])=[C:10]2[CH3:35])[CH2:30][CH2:31][CH2:32][CH2:33][CH2:34]1.